This data is from Forward reaction prediction with 1.9M reactions from USPTO patents (1976-2016). The task is: Predict the product of the given reaction. (1) Given the reactants [NH2:1][C:2]1[C:6]2[CH:7]=[N:8][C:9]3[CH:10]=[C:11]([O:17][CH3:18])[C:12]([O:15][CH3:16])=[CH:13][C:14]=3[C:5]=2[S:4](=O)[C:3]=1[C:20]([O:22][CH3:23])=[O:21].[C:24](Cl)(=[O:31])[C:25]1[CH:30]=[CH:29][CH:28]=[CH:27][CH:26]=1.CCN(CC)CC, predict the reaction product. The product is: [C:24]([NH:1][C:2]1[C:6]2[CH:7]=[N:8][C:9]3[CH:10]=[C:11]([O:17][CH3:18])[C:12]([O:15][CH3:16])=[CH:13][C:14]=3[C:5]=2[S:4][C:3]=1[C:20]([O:22][CH3:23])=[O:21])(=[O:31])[C:25]1[CH:30]=[CH:29][CH:28]=[CH:27][CH:26]=1. (2) Given the reactants [OH:1][C:2]1[CH:9]=[CH:8][CH:7]=[C:6]([OH:10])[C:3]=1[CH:4]=[O:5].C([O-])([O-])=O.[Cs+].[Cs+].Cl.Cl[CH2:19][C:20]1[C:21]([C:26]2[N:30]([CH:31]([CH3:33])[CH3:32])[N:29]=[CH:28][CH:27]=2)=[N:22][CH:23]=[CH:24][CH:25]=1, predict the reaction product. The product is: [OH:1][C:2]1[CH:9]=[CH:8][CH:7]=[C:6]([O:10][CH2:19][C:20]2[C:21]([C:26]3[N:30]([CH:31]([CH3:33])[CH3:32])[N:29]=[CH:28][CH:27]=3)=[N:22][CH:23]=[CH:24][CH:25]=2)[C:3]=1[CH:4]=[O:5]. (3) The product is: [CH3:13][N:12]([CH3:14])[C:10]1[N:9]=[C:8]([C:15]#[N:16])[CH:7]=[C:6]([CH2:5][OH:4])[CH:11]=1. Given the reactants C([O:4][CH2:5][C:6]1[CH:11]=[C:10]([N:12]([CH3:14])[CH3:13])[N:9]=[C:8]([C:15]#[N:16])[CH:7]=1)(=O)C.C([O-])([O-])=O.[K+].[K+], predict the reaction product. (4) Given the reactants [NH2:1][C:2]1[C:11]2[CH:10]=[N:9][C:8](SC)=[N:7][C:6]=2[N:5]([CH2:14][CH2:15][CH2:16][O:17][Si](C(C)(C)C)(C)C)[C:4](=[O:25])[CH:3]=1.ClC1C=C(C=CC=1)C(OO)=O.[CH:37]1([NH2:43])[CH2:42][CH2:41][CH2:40][CH2:39][CH2:38]1, predict the reaction product. The product is: [NH2:1][C:2]1[C:11]2[CH:10]=[N:9][C:8]([NH:43][CH:37]3[CH2:42][CH2:41][CH2:40][CH2:39][CH2:38]3)=[N:7][C:6]=2[N:5]([CH2:14][CH2:15][CH2:16][OH:17])[C:4](=[O:25])[CH:3]=1.